From a dataset of HIV replication inhibition screening data with 41,000+ compounds from the AIDS Antiviral Screen. Binary Classification. Given a drug SMILES string, predict its activity (active/inactive) in a high-throughput screening assay against a specified biological target. The compound is Clc1ccc(Nc2nc3ccccc3nc2-c2cccs2)cc1Cl. The result is 0 (inactive).